Dataset: Forward reaction prediction with 1.9M reactions from USPTO patents (1976-2016). Task: Predict the product of the given reaction. (1) Given the reactants C(=O)([O-])[O-].[Cs+].[Cs+].[C:7]1([CH2:13][N:14]2[CH:18]=[C:17](B3OC(C)(C)C(C)(C)O3)[CH:16]=[N:15]2)[CH:12]=[CH:11][CH:10]=[CH:9][CH:8]=1.Cl[C:29]1[N:38]=[C:37]([NH:39][CH2:40][C@H:41]2[CH2:46][CH2:45][CH2:44][N:43]([C:47]([O:49][C:50]([CH3:53])([CH3:52])[CH3:51])=[O:48])[CH2:42]2)[C:32]2=[N:33][CH:34]=[CH:35][N:36]=[C:31]2[CH:30]=1.O, predict the reaction product. The product is: [C:7]1([CH2:13][N:14]2[CH:18]=[C:17]([C:29]3[N:38]=[C:37]([NH:39][CH2:40][C@H:41]4[CH2:46][CH2:45][CH2:44][N:43]([C:47]([O:49][C:50]([CH3:53])([CH3:52])[CH3:51])=[O:48])[CH2:42]4)[C:32]4=[N:33][CH:34]=[CH:35][N:36]=[C:31]4[CH:30]=3)[CH:16]=[N:15]2)[CH:8]=[CH:9][CH:10]=[CH:11][CH:12]=1. (2) Given the reactants Br[C:2]1[C:9]([F:10])=[CH:8][CH:7]=[CH:6][C:3]=1[C:4]#[N:5].C([O-])(=O)C.[K+].[B:16]1([B:16]2[O:20][C:19]([CH3:22])([CH3:21])[C:18]([CH3:24])([CH3:23])[O:17]2)[O:20][C:19]([CH3:22])([CH3:21])[C:18]([CH3:24])([CH3:23])[O:17]1, predict the reaction product. The product is: [F:10][C:9]1[C:2]([B:16]2[O:20][C:19]([CH3:22])([CH3:21])[C:18]([CH3:24])([CH3:23])[O:17]2)=[C:3]([CH:6]=[CH:7][CH:8]=1)[C:4]#[N:5].